Dataset: Full USPTO retrosynthesis dataset with 1.9M reactions from patents (1976-2016). Task: Predict the reactants needed to synthesize the given product. (1) Given the product [F:26][C:20]1[CH:21]=[C:22]([F:25])[CH:23]=[CH:24][C:19]=1[NH:18][C:5]1[C:4]2[C:9](=[CH:10][C:11]([O:12][CH2:13][CH3:14])=[C:2]([C:29]3[CH:28]=[N:27][CH:32]=[CH:31][CH:30]=3)[CH:3]=2)[N:8]=[CH:7][C:6]=1[C:15]([NH2:17])=[O:16], predict the reactants needed to synthesize it. The reactants are: Br[C:2]1[CH:3]=[C:4]2[C:9](=[CH:10][C:11]=1[O:12][CH2:13][CH3:14])[N:8]=[CH:7][C:6]([C:15]([NH2:17])=[O:16])=[C:5]2[NH:18][C:19]1[CH:24]=[CH:23][C:22]([F:25])=[CH:21][C:20]=1[F:26].[N:27]1[CH:32]=[CH:31][CH:30]=[C:29](B(O)O)[CH:28]=1.C(=O)([O-])[O-].[Cs+].[Cs+]. (2) Given the product [F:1][C:2]1[CH:3]=[CH:4][CH:5]=[C:6]([CH2:8][N:9]2[CH:13]=[CH:12][C:11]([N:14]=[C:20]=[S:21])=[N:10]2)[N:7]=1, predict the reactants needed to synthesize it. The reactants are: [F:1][C:2]1[N:7]=[C:6]([CH2:8][N:9]2[CH:13]=[CH:12][C:11]([NH2:14])=[N:10]2)[CH:5]=[CH:4][CH:3]=1.C(=O)(O)[O-].[Na+].[C:20](Cl)(Cl)=[S:21]. (3) The reactants are: [C:1]([O:5][C:6]([NH:8][CH2:9][C:10]1[CH:15]=[CH:14][CH:13]=[CH:12][C:11]=1/[CH:16]=[CH:17]/[C:18]([O:20][CH2:21][CH3:22])=[O:19])=[O:7])([CH3:4])([CH3:3])[CH3:2].C(O)(=[O:32])C=CC1C=CC=CC=1. Given the product [C:1]([O:5][C:6]([NH:8][CH2:9][C:10]1[CH:15]=[CH:14][CH:13]=[CH:12][C:11]=1[CH2:16][C@@H:17]([OH:32])[C:18]([O:20][CH2:21][CH3:22])=[O:19])=[O:7])([CH3:4])([CH3:3])[CH3:2], predict the reactants needed to synthesize it. (4) Given the product [S:6]1[C:7]([C:21]2([OH:24])[CH2:22][CH2:23][C:18]3([O:25][CH2:15][CH2:16][O:17]3)[CH2:19][CH2:20]2)=[CH:8][N:9]=[CH:5]1, predict the reactants needed to synthesize it. The reactants are: [Si]([C:5]1[S:6][CH:7]=[CH:8][N:9]=1)(C)(C)C.C([Li])CCC.[CH2:15]1[O:25][C:18]2([CH2:23][CH2:22][C:21](=[O:24])[CH2:20][CH2:19]2)[O:17][CH2:16]1.O. (5) Given the product [NH2:18][C:9]1[CH:8]=[C:7]2[C:12]([CH:3]([CH2:1][CH3:2])[CH2:4][CH2:5][NH:6]2)=[CH:11][CH:10]=1, predict the reactants needed to synthesize it. The reactants are: [CH2:1]([CH:3]1[C:12]2[C:7](=[CH:8][CH:9]=[CH:10][CH:11]=2)[NH:6][CH2:5][CH2:4]1)[CH3:2].OS(O)(=O)=O.[N:18]1C2C(=CC=CC=2)C=CC=1.[N+]([O-])(O)=O.C([O-])(O)=O.[Na+].[OH-].[Na+]. (6) Given the product [CH2:13]([O:12][C:10]([C:9]1[CH:8]=[CH:7][NH:3][N:2]=1)=[O:11])[CH3:14], predict the reactants needed to synthesize it. The reactants are: Cl.[NH2:2][NH2:3].C(O[CH:7]=[CH:8][C:9](=O)[C:10]([O:12][CH2:13][CH3:14])=[O:11])C. (7) Given the product [N:21]1[CH:26]=[CH:25][CH:24]=[C:23]([CH2:27][CH2:28][C:29]([N:16]2[CH2:15][CH2:14][C:13]3[C:18](=[CH:19][CH:20]=[C:11]([C:9]([NH:8][O:7][CH:2]4[CH2:3][CH2:4][CH2:5][CH2:6][O:1]4)=[O:10])[CH:12]=3)[CH2:17]2)=[O:30])[CH:22]=1, predict the reactants needed to synthesize it. The reactants are: [O:1]1[CH2:6][CH2:5][CH2:4][CH2:3][CH:2]1[O:7][NH:8][C:9]([C:11]1[CH:12]=[C:13]2[C:18](=[CH:19][CH:20]=1)[CH2:17][NH:16][CH2:15][CH2:14]2)=[O:10].[N:21]1[CH:26]=[CH:25][CH:24]=[C:23]([CH2:27][CH2:28][C:29](O)=[O:30])[CH:22]=1.C1C=CC2N(O)N=NC=2C=1.C(Cl)CCl.